Dataset: SARS-CoV-2 main protease (3CLPro) crystallographic fragment screen with 879 compounds. Task: Binary Classification. Given a drug SMILES string, predict its activity (active/inactive) in a high-throughput screening assay against a specified biological target. (1) The drug is Cc1nc(C(=O)N2CCCC2)c(C)s1. The result is 0 (inactive). (2) The molecule is C1CCNC1. The result is 0 (inactive).